This data is from Catalyst prediction with 721,799 reactions and 888 catalyst types from USPTO. The task is: Predict which catalyst facilitates the given reaction. (1) Reactant: [CH:1]1([C:4]([NH:6][NH:7][C:8]([C:10]2[C:11]([O:18][CH2:19][CH2:20][Si:21]([CH3:24])([CH3:23])[CH3:22])=[N:12][C:13]([S:16][CH3:17])=[N:14][CH:15]=2)=[O:9])=O)[CH2:3][CH2:2]1.C1(P(C2C=CC=CC=2)C2C=CC=CC=2)C=CC=CC=1.C(N(CC)CC)C.C(Cl)(Cl)(Cl)Cl. Product: [CH:1]1([C:4]2[O:9][C:8]([C:10]3[C:11]([O:18][CH2:19][CH2:20][Si:21]([CH3:24])([CH3:23])[CH3:22])=[N:12][C:13]([S:16][CH3:17])=[N:14][CH:15]=3)=[N:7][N:6]=2)[CH2:3][CH2:2]1. The catalyst class is: 10. (2) Reactant: [ClH:1].[CH3:2][C:3]1[CH:49]=[CH:48][C:6]([C:7]([N:9]2[CH2:14][CH2:13][CH:12]([CH2:15][CH:16]([N:45]([CH3:47])[CH3:46])[CH2:17][CH:18]3[CH2:23][CH2:22][N:21]([C:24](=[O:44])[C:25]4[CH:30]=[CH:29][C:28]([CH3:31])=[C:27]([C:32]5[CH:37]=[C:36]([O:38][CH3:39])[C:35]([O:40][CH3:41])=[C:34]([O:42][CH3:43])[CH:33]=5)[CH:26]=4)[CH2:20][CH2:19]3)[CH2:11][CH2:10]2)=[O:8])=[CH:5][C:4]=1[C:50]1[CH:55]=[C:54]([O:56][CH3:57])[C:53]([O:58][CH3:59])=[C:52]([O:60][CH3:61])[CH:51]=1. Product: [ClH:1].[CH3:31][C:28]1[CH:29]=[CH:30][C:25]([C:24]([N:21]2[CH2:22][CH2:23][CH:18]([CH2:17][CH:16]([N:45]([CH3:47])[CH3:46])[CH2:15][CH:12]3[CH2:13][CH2:14][N:9]([C:7](=[O:8])[C:6]4[CH:48]=[CH:49][C:3]([CH3:2])=[C:4]([C:50]5[CH:55]=[C:54]([O:56][CH3:57])[C:53]([O:58][CH3:59])=[C:52]([O:60][CH3:61])[CH:51]=5)[CH:5]=4)[CH2:10][CH2:11]3)[CH2:19][CH2:20]2)=[O:44])=[CH:26][C:27]=1[C:32]1[CH:37]=[C:36]([O:38][CH3:39])[C:35]([O:40][CH3:41])=[C:34]([O:42][CH3:43])[CH:33]=1. The catalyst class is: 8. (3) Reactant: [Cl:1][C:2]1[S:6][C:5]([O:7][C:8]2[C:13]([CH3:14])=[CH:12][C:11]([N:15]=[CH:16][N:17]([CH2:19][CH3:20])[CH3:18])=[C:10]([CH3:21])[CH:9]=2)=[N:4][C:3]=1[CH:22]=O.Cl.[NH2:25][O:26][C:27]([CH3:30])([CH3:29])[CH3:28].CO. Product: [C:27]([O:26][N:25]=[CH:22][C:3]1[N:4]=[C:5]([O:7][C:8]2[C:13]([CH3:14])=[CH:12][C:11]([N:15]=[CH:16][N:17]([CH2:19][CH3:20])[CH3:18])=[C:10]([CH3:21])[CH:9]=2)[S:6][C:2]=1[Cl:1])([CH3:30])([CH3:29])[CH3:28]. The catalyst class is: 6. (4) Product: [C:7]([Si:11]([CH3:26])([CH3:25])[O:12][C:13]1[CH:21]=[C:20]2[C:16]([CH:17]=[C:18]([CH2:22][OH:23])[NH:19]2)=[CH:15][CH:14]=1)([CH3:10])([CH3:9])[CH3:8]. The catalyst class is: 1. Reactant: [H-].[H-].[H-].[H-].[Li+].[Al+3].[C:7]([Si:11]([CH3:26])([CH3:25])[O:12][C:13]1[CH:21]=[C:20]2[C:16]([CH:17]=[C:18]([C:22](O)=[O:23])[NH:19]2)=[CH:15][CH:14]=1)([CH3:10])([CH3:9])[CH3:8]. (5) Reactant: [Cl-].O[NH3+:3].[C:4](=[O:7])([O-])[OH:5].[Na+].CS(C)=O.[O:13]=[C:14]1[C:19]([CH2:20][C:21]2[CH:26]=[CH:25][C:24]([C:27]3[C:28]([C:33]#[N:34])=[CH:29][CH:30]=[CH:31][CH:32]=3)=[CH:23][CH:22]=2)=[C:18]([CH2:35][CH2:36][CH3:37])[N:17]2[N:38]=[CH:39][N:40]=[C:16]2[N:15]1[C:41]1[CH:45]=[CH:44][S:43][CH:42]=1. Product: [O:7]=[C:4]1[O:5][N:3]=[C:33]([C:28]2[CH:29]=[CH:30][CH:31]=[CH:32][C:27]=2[C:24]2[CH:25]=[CH:26][C:21]([CH2:20][C:19]3[C:14](=[O:13])[N:15]([C:41]4[CH:45]=[CH:44][S:43][CH:42]=4)[C:16]4[N:17]([N:38]=[CH:39][N:40]=4)[C:18]=3[CH2:35][CH2:36][CH3:37])=[CH:22][CH:23]=2)[NH:34]1. The catalyst class is: 13.